This data is from Forward reaction prediction with 1.9M reactions from USPTO patents (1976-2016). The task is: Predict the product of the given reaction. (1) The product is: [C:45]([O:49][C:43](=[O:28])[NH:40][C:14]1[C:15]([CH3:17])=[N:16][N:10]2[C:9]([C:3]3[CH:4]=[CH:5][C:6]([Cl:8])=[CH:7][C:2]=3[Cl:1])=[CH:13][O:12][C:11]=12)([CH3:48])([CH3:47])[CH3:46]. Given the reactants [Cl:1][C:2]1[CH:7]=[C:6]([Cl:8])[CH:5]=[CH:4][C:3]=1[C:9]1[N:10]2[N:16]=[C:15]([CH3:17])[C:14](C(O)=O)=[C:11]2[O:12][CH:13]=1.C1(P(N=[N+]=[N-])(C2C=CC=CC=2)=[O:28])C=CC=CC=1.C([N:40]([CH2:43]C)CC)C.[C:45]([OH:49])([CH3:48])([CH3:47])[CH3:46], predict the reaction product. (2) Given the reactants Cl[C:2]1[CH:7]=[C:6]([Cl:8])[N:5]=[C:4]([C:9]2[CH:14]=[CH:13][CH:12]=[CH:11][CH:10]=2)[N:3]=1.[C:15]([NH:18][CH2:19][CH2:20][NH2:21])(=[O:17])[CH3:16].C(N(CC)C(C)C)(C)C, predict the reaction product. The product is: [Cl:8][C:6]1[N:5]=[C:4]([C:9]2[CH:14]=[CH:13][CH:12]=[CH:11][CH:10]=2)[N:3]=[C:2]([NH:21][CH2:20][CH2:19][NH:18][C:15](=[O:17])[CH3:16])[CH:7]=1. (3) Given the reactants C(OC([NH:11][C@H:12]1[CH2:17][CH2:16][N:15]([C:18]([O:20][C:21]([CH3:24])([CH3:23])[CH3:22])=[O:19])[CH2:14][C@H:13]1[N:25]([CH3:27])[CH3:26])=O)C1C=CC=CC=1.[H][H], predict the reaction product. The product is: [NH2:11][C@H:12]1[CH2:17][CH2:16][N:15]([C:18]([O:20][C:21]([CH3:22])([CH3:23])[CH3:24])=[O:19])[CH2:14][C@H:13]1[N:25]([CH3:27])[CH3:26]. (4) Given the reactants N[C@H](C1C(C2C=CC(Cl)=C3C=2N(C)N=C3NS(C)(=O)=O)=CC=C(C#CC(O)(C)C)N=1)CC1C=C(F)C=C(F)C=1.[F:40][CH:41]([F:87])[C:42]1[CH:50]=[CH:49][C:48]([C:51]2[C:52]([C@@H:63]([NH:73]C(=O)OC(C)(C)C)[CH2:64][C:65]3[CH:70]=[C:69]([F:71])[CH:68]=[C:67]([F:72])[CH:66]=3)=[N:53][C:54]([C:57]#[C:58][C:59]([OH:62])([CH3:61])[CH3:60])=[CH:55][CH:56]=2)=[C:47]2[C:43]=1[C:44]([NH:82][S:83]([CH3:86])(=[O:85])=[O:84])=[N:45][N:46]2[CH3:81], predict the reaction product. The product is: [NH2:73][C@H:63]([C:52]1[C:51]([C:48]2[CH:49]=[CH:50][C:42]([CH:41]([F:87])[F:40])=[C:43]3[C:47]=2[N:46]([CH3:81])[N:45]=[C:44]3[NH:82][S:83]([CH3:86])(=[O:84])=[O:85])=[CH:56][CH:55]=[C:54]([C:57]#[C:58][C:59]([OH:62])([CH3:60])[CH3:61])[N:53]=1)[CH2:64][C:65]1[CH:66]=[C:67]([F:72])[CH:68]=[C:69]([F:71])[CH:70]=1. (5) The product is: [Cl:1][C:2]1[CH:14]=[C:13]([Cl:15])[C:12]([S:16][C:17]2[N:21]([CH3:22])[N:20]=[C:19]([CH3:23])[C:18]=2/[CH:24]=[N:27]/[OH:28])=[CH:11][C:3]=1[O:4][C@@H:5]([CH3:10])[C:6]([O:8][CH3:9])=[O:7]. Given the reactants [Cl:1][C:2]1[CH:14]=[C:13]([Cl:15])[C:12]([S:16][C:17]2[N:21]([CH3:22])[N:20]=[C:19]([CH3:23])[C:18]=2[CH:24]=O)=[CH:11][C:3]=1[O:4][C@@H:5]([CH3:10])[C:6]([O:8][CH3:9])=[O:7].Cl.[NH2:27][OH:28], predict the reaction product.